The task is: Predict the product of the given reaction.. This data is from Forward reaction prediction with 1.9M reactions from USPTO patents (1976-2016). (1) Given the reactants [C:1]([C:3]1[CH:4]=[C:5]([CH:9]=[CH:10][C:11]=1[O:12][CH:13]([CH3:15])[CH3:14])[C:6](Cl)=[O:7])#[N:2].O[NH:17][C:18](=[NH:37])[C:19]1[C:29]2[CH2:28][CH2:27][N:26]([C:30]([O:32][C:33]([CH3:36])([CH3:35])[CH3:34])=[O:31])[CH2:25][CH2:24][C:23]=2[CH:22]=[CH:21][CH:20]=1.C(N(CC)CC)C, predict the reaction product. The product is: [C:1]([C:3]1[CH:4]=[C:5]([C:6]2[O:7][N:17]=[C:18]([C:19]3[C:29]4[CH2:28][CH2:27][N:26]([C:30]([O:32][C:33]([CH3:36])([CH3:35])[CH3:34])=[O:31])[CH2:25][CH2:24][C:23]=4[CH:22]=[CH:21][CH:20]=3)[N:37]=2)[CH:9]=[CH:10][C:11]=1[O:12][CH:13]([CH3:15])[CH3:14])#[N:2]. (2) Given the reactants [F:1][C:2]1[CH:29]=[C:28]([F:30])[CH:27]=[CH:26][C:3]=1[C:4]([CH:6]1[CH2:11][CH2:10][N:9]([CH2:12][CH2:13][C:14]2[C:19](=[O:20])[N:18]3[CH2:21][CH2:22][CH2:23][CH2:24][C:17]3=[N:16][C:15]=2[CH3:25])[CH2:8][CH2:7]1)=O.Cl.[NH2:32][OH:33].C(O)C.[OH-].[K+], predict the reaction product. The product is: [F:1][C:2]1[CH:29]=[C:28]([F:30])[CH:27]=[CH:26][C:3]=1[C:4](=[N:32][OH:33])[CH:6]1[CH2:11][CH2:10][N:9]([CH2:12][CH2:13][C:14]2[C:19](=[O:20])[N:18]3[CH2:21][CH2:22][CH2:23][CH2:24][C:17]3=[N:16][C:15]=2[CH3:25])[CH2:8][CH2:7]1. (3) Given the reactants [CH3:1][C:2]1[C:14]([O:15]C2CCCCO2)=[C:13]([CH3:22])[C:12]([CH:23]=O)=[C:11]2[C:3]=1[CH2:4][CH2:5][C:6]1(O2)[CH2:9][CH2:8][CH2:7]1.[Br-].[H-].[Na+].[OH2:28].[CH3:29]N(C=O)C, predict the reaction product. The product is: [CH3:1][C:2]1[C:14]([OH:15])=[C:13]([CH3:22])[C:12]([CH:23]=[CH2:29])=[C:11]2[C:3]=1[CH2:4][CH2:5][C:6]1([O:28]2)[CH2:7][CH2:8][CH2:9]1. (4) The product is: [CH3:27][C:2]1([CH3:1])[O:3][C:4](=[O:26])[C@H:5]([C@@H:7]([C:8]([N:67]2[CH2:68][CH2:69][N:64]([C:62]3[S:61][N:60]=[C:59]([C:53]4[CH:58]=[CH:57][CH:56]=[CH:55][CH:54]=4)[N:63]=3)[CH2:65][CH2:66]2)=[O:10])[CH2:22][CH:23]([CH3:24])[CH3:25])[O:6]1. Given the reactants [CH3:1][C:2]1([CH3:27])[O:6][C@@H:5]([C@H:7]([CH2:22][CH:23]([CH3:25])[CH3:24])[C:8]([O:10]C2C(F)=C(F)C(F)=C(F)C=2F)=O)[C:4](=[O:26])[O:3]1.ONC(=O)[C@@H](O)[C@@H](C(N1CCN(C2C=CC=CN=2)CC1)=O)CC(C)C.[C:53]1([C:59]2[N:63]=[C:62]([N:64]3[CH2:69][CH2:68][NH:67][CH2:66][CH2:65]3)[S:61][N:60]=2)[CH:58]=[CH:57][CH:56]=[CH:55][CH:54]=1.Cl, predict the reaction product. (5) Given the reactants [ClH:1].C(OC([N:9]1[CH2:14][CH2:13][N:12]([C:15](=[O:28])[NH:16][C:17]2[S:18][C:19]3[N:20]=[CH:21][N:22]=[C:23]([O:26][CH3:27])[C:24]=3[N:25]=2)[CH2:11][CH2:10]1)=O)(C)(C)C, predict the reaction product. The product is: [ClH:1].[CH3:27][O:26][C:23]1[C:24]2[N:25]=[C:17]([NH:16][C:15]([N:12]3[CH2:11][CH2:10][NH:9][CH2:14][CH2:13]3)=[O:28])[S:18][C:19]=2[N:20]=[CH:21][N:22]=1. (6) Given the reactants [NH:1]1[C:9]2[C:4](=[CH:5][CH:6]=[CH:7][CH:8]=2)[C:3]([C:10](=[O:14])[C:11](Cl)=[O:12])=[CH:2]1.[CH2:15]([NH2:23])[CH2:16][C:17]1[CH:22]=[CH:21][CH:20]=[CH:19][CH:18]=1, predict the reaction product. The product is: [NH:1]1[C:9]2[C:4](=[CH:5][CH:6]=[CH:7][CH:8]=2)[C:3]([C:10](=[O:14])[C:11]([NH:23][CH2:15][CH2:16][C:17]2[CH:22]=[CH:21][CH:20]=[CH:19][CH:18]=2)=[O:12])=[CH:2]1. (7) Given the reactants [CH2:1]([O:8][C:9]([NH:11][CH2:12][CH2:13][CH2:14][C@@H:15]([C:24](O)=[O:25])[NH:16][C:17]([O:19][C:20]([CH3:23])([CH3:22])[CH3:21])=[O:18])=[O:10])[C:2]1[CH:7]=[CH:6][CH:5]=[CH:4][CH:3]=1.CN1CCOCC1.ClC(OCC)=O.[H-].[Al+3].[Li+].[H-].[H-].[H-], predict the reaction product. The product is: [CH2:1]([O:8][C:9](=[O:10])[NH:11][CH2:12][CH2:13][CH2:14][C@H:15]([NH:16][C:17]([O:19][C:20]([CH3:22])([CH3:21])[CH3:23])=[O:18])[CH2:24][OH:25])[C:2]1[CH:3]=[CH:4][CH:5]=[CH:6][CH:7]=1.